Dataset: Catalyst prediction with 721,799 reactions and 888 catalyst types from USPTO. Task: Predict which catalyst facilitates the given reaction. (1) Reactant: [F:1][C@H:2]1[CH2:6][CH2:5][N:4](C(OC(C)(C)C)=O)[C@@H:3]1[C:14](=[O:33])[NH:15][CH2:16][C:17]1[CH:22]=[C:21]([C:23]2[CH:24]=[N:25][C:26]([C:29]([F:32])([F:31])[F:30])=[CH:27][CH:28]=2)[N:20]=[CH:19][N:18]=1.[ClH:34]. Product: [ClH:34].[F:1][C@H:2]1[CH2:6][CH2:5][NH:4][C@@H:3]1[C:14]([NH:15][CH2:16][C:17]1[CH:22]=[C:21]([C:23]2[CH:24]=[N:25][C:26]([C:29]([F:32])([F:31])[F:30])=[CH:27][CH:28]=2)[N:20]=[CH:19][N:18]=1)=[O:33]. The catalyst class is: 155. (2) Reactant: [Cl:1][C:2]1[C:7]([C:8]2[CH:13]=[CH:12][CH:11]=[CH:10][CH:9]=2)=[N:6][N:5]=[C:4]2[NH:14][N:15]=[C:16]([C:17]3[CH:22]=[CH:21][CH:20]=[CH:19][CH:18]=3)[C:3]=12.[C:23](=O)([O-])[O-].[Cs+].[Cs+].C[O:30][CH2:31][CH2:32]Br. Product: [Cl:1][C:2]1[C:7]([C:8]2[CH:9]=[CH:10][CH:11]=[CH:12][CH:13]=2)=[N:6][N:5]=[C:4]2[N:14]([CH2:23][CH:31]([OH:30])[CH3:32])[N:15]=[C:16]([C:17]3[CH:18]=[CH:19][CH:20]=[CH:21][CH:22]=3)[C:3]=12. The catalyst class is: 9.